Task: Regression. Given a peptide amino acid sequence and an MHC pseudo amino acid sequence, predict their binding affinity value. This is MHC class II binding data.. Dataset: Peptide-MHC class II binding affinity with 134,281 pairs from IEDB (1) The peptide sequence is SAEVEEHRTIRVLEMV. The MHC is DRB1_1501 with pseudo-sequence DRB1_1501. The binding affinity (normalized) is 0.208. (2) The peptide sequence is PVQEFTVPRTKYTAT. The MHC is HLA-DPA10103-DPB10301 with pseudo-sequence HLA-DPA10103-DPB10301. The binding affinity (normalized) is 0.214. (3) The peptide sequence is AWVDSGAQLGELYYA. The MHC is DRB1_0701 with pseudo-sequence DRB1_0701. The binding affinity (normalized) is 0.417. (4) The peptide sequence is GYTPATPAAPAGAEP. The MHC is HLA-DQA10301-DQB10302 with pseudo-sequence HLA-DQA10301-DQB10302. The binding affinity (normalized) is 0.468. (5) The peptide sequence is YRSLQPEEFAVVDLS. The MHC is HLA-DQA10104-DQB10503 with pseudo-sequence HLA-DQA10104-DQB10503. The binding affinity (normalized) is 0.422. (6) The peptide sequence is EITGIMKDFDEPGHL. The MHC is DRB1_1201 with pseudo-sequence DRB1_1201. The binding affinity (normalized) is 0.239. (7) The peptide sequence is PRRWLRFCNPELSEI. The MHC is DRB1_0401 with pseudo-sequence DRB1_0401. The binding affinity (normalized) is 0.689. (8) The peptide sequence is FEVDQTKIQYVIRAQ. The MHC is DRB4_0103 with pseudo-sequence DRB4_0103. The binding affinity (normalized) is 0.442. (9) The MHC is HLA-DPA10201-DPB10101 with pseudo-sequence HLA-DPA10201-DPB10101. The binding affinity (normalized) is 0.125. The peptide sequence is LWEVKSAKPLTGPMN. (10) The peptide sequence is RWLLLNVTSEDLGKT. The MHC is HLA-DQA10201-DQB10303 with pseudo-sequence HLA-DQA10201-DQB10303. The binding affinity (normalized) is 0.304.